The task is: Predict the reaction yield, written as a fraction of the theoretical maximum amount of product (1.0 means a 100% yield; for example, 0.34 means a 34% yield).. This data is from Reaction yield outcomes from USPTO patents with 853,638 reactions. (1) The reactants are [C:1]([C:3]1[CH:4]=[C:5]([CH2:10][C:11]([OH:13])=[O:12])[CH:6]=[CH:7][C:8]=1[F:9])#[N:2]. The catalyst is C1COCC1. The product is [C:1]([C:3]1[CH:4]=[C:5]([CH2:10][C:11]([O:13][C:3]([CH3:4])([CH3:8])[CH3:1])=[O:12])[CH:6]=[CH:7][C:8]=1[F:9])#[N:2]. The yield is 0.533. (2) The reactants are [NH2:1][C:2]1[CH:3]=[C:4]([OH:8])[CH:5]=[CH:6][CH:7]=1.[C:9]([O:13][C:14](O[C:14]([O:13][C:9]([CH3:12])([CH3:11])[CH3:10])=[O:15])=[O:15])([CH3:12])([CH3:11])[CH3:10]. The catalyst is O1CCCC1. The product is [C:9]([O:13][C:14](=[O:15])[NH:1][C:2]1[CH:7]=[CH:6][CH:5]=[C:4]([OH:8])[CH:3]=1)([CH3:12])([CH3:11])[CH3:10]. The yield is 0.730. (3) The reactants are C[O:2][C:3](=[O:40])[C@@H:4]([NH:8][S:9]([C:12]1[CH:17]=[CH:16][C:15]([C:18]2[CH:23]=[CH:22][C:21]([NH:24][C:25]([C:27]3[O:28][C:29]4[CH:36]=[CH:35][CH:34]=[C:33]([O:37][CH2:38][CH3:39])[C:30]=4[C:31]=3[CH3:32])=[O:26])=[CH:20][CH:19]=2)=[CH:14][CH:13]=1)(=[O:11])=[O:10])[CH:5]([CH3:7])[CH3:6].[Li+].[OH-]. The catalyst is C1COCC1. The product is [CH2:38]([O:37][C:33]1[C:30]2[C:31]([CH3:32])=[C:27]([C:25]([NH:24][C:21]3[CH:20]=[CH:19][C:18]([C:15]4[CH:16]=[CH:17][C:12]([S:9]([NH:8][C@@H:4]([CH:5]([CH3:7])[CH3:6])[C:3]([OH:40])=[O:2])(=[O:10])=[O:11])=[CH:13][CH:14]=4)=[CH:23][CH:22]=3)=[O:26])[O:28][C:29]=2[CH:36]=[CH:35][CH:34]=1)[CH3:39]. The yield is 0.910.